Dataset: Catalyst prediction with 721,799 reactions and 888 catalyst types from USPTO. Task: Predict which catalyst facilitates the given reaction. (1) Reactant: [Si]([O:8][C@H:9]1[CH2:13][C:12](=[O:14])[N:11]([C:15]2[CH:22]=[CH:21][C:18]([C:19]#[N:20])=[C:17]([C:23]([F:26])([F:25])[F:24])[CH:16]=2)[C@H:10]1[CH3:27])(C(C)(C)C)(C)C.[F-].C([N+](CCCC)(CCCC)CCCC)CCC.C1COCC1.O. Product: [OH:8][C@H:9]1[CH2:13][C:12](=[O:14])[N:11]([C:15]2[CH:22]=[CH:21][C:18]([C:19]#[N:20])=[C:17]([C:23]([F:26])([F:24])[F:25])[CH:16]=2)[C@H:10]1[CH3:27]. The catalyst class is: 1. (2) Reactant: Cl.[Cl:2][C:3]1[CH:8]=[CH:7][C:6]([C@@:9]2([OH:17])[CH2:14][CH2:13][NH:12][CH2:11][C@:10]2([CH3:16])[OH:15])=[CH:5][CH:4]=1.[CH:18]1([C:23]([NH:25][C:26]([CH3:32])([CH3:31])[CH2:27][C:28](O)=[O:29])=[O:24])[CH2:22][CH2:21][CH2:20][CH2:19]1.C(O)(C(F)(F)F)=O.C(#N)C.O.C(O)(C(F)(F)F)=O. Product: [Cl:2][C:3]1[CH:8]=[CH:7][C:6]([C@@:9]2([OH:17])[CH2:14][CH2:13][N:12]([C:28](=[O:29])[CH2:27][C:26]([NH:25][C:23]([CH:18]3[CH2:22][CH2:21][CH2:20][CH2:19]3)=[O:24])([CH3:32])[CH3:31])[CH2:11][C@@:10]2([OH:15])[CH3:16])=[CH:5][CH:4]=1. The catalyst class is: 578. (3) Reactant: Cl[C:2]1[C:3]2[CH:12]=[N:11][N:10]([C:13]3[C:18]([F:19])=[CH:17][CH:16]=[CH:15][C:14]=3[F:20])[C:4]=2[N:5]([CH3:9])[C:6](=[O:8])[CH:7]=1.CC(C1C=C(C(C)C)C(C2C=CC=CC=2P(C2CCCCC2)C2CCCCC2)=C(C(C)C)C=1)C.[F:55][C:56]1[CH:62]=[CH:61][C:59]([NH2:60])=[C:58]([CH3:63])[CH:57]=1.CC(C)([O-])C.[Na+]. Product: [F:20][C:14]1[CH:15]=[CH:16][CH:17]=[C:18]([F:19])[C:13]=1[N:10]1[C:4]2[N:5]([CH3:9])[C:6](=[O:8])[CH:7]=[C:2]([NH:60][C:59]3[CH:61]=[CH:62][C:56]([F:55])=[CH:57][C:58]=3[CH3:63])[C:3]=2[CH:12]=[N:11]1. The catalyst class is: 101. (4) Reactant: [CH2:1]([O:5]C(Cl)=O)[CH:2](C)C.[NH2:9][C@H:10]([CH2:14][OH:15])[C:11]([OH:13])=[O:12].O.C(=O)([O-])[O-].[Na+].[Na+]. Product: [C:1]([NH:9][C@H:10]([CH2:14][OH:15])[C:11]([OH:13])=[O:12])(=[O:5])[CH3:2]. The catalyst class is: 7. (5) Reactant: B.C1COCC1.B1(C)OC(C2C=CC=CC=2)(C2C=CC=CC=2)[C@@H]2N1CCC2.[Br:28][C:29]1[CH:34]=[CH:33][C:32]([C:35](=[O:41])[CH2:36][CH2:37][CH2:38][CH2:39][CH3:40])=[CH:31][CH:30]=1. Product: [Br:28][C:29]1[CH:30]=[CH:31][C:32]([C@@H:35]([OH:41])[CH2:36][CH2:37][CH2:38][CH2:39][CH3:40])=[CH:33][CH:34]=1. The catalyst class is: 1.